From a dataset of Catalyst prediction with 721,799 reactions and 888 catalyst types from USPTO. Predict which catalyst facilitates the given reaction. (1) Reactant: [Br:1][C:2]1[CH:3]=[C:4]([CH:6]=[CH:7][C:8]=1[CH3:9])N.Cl.N([O-])=O.[Na+].[K+].C(OC([S-])=[S:20])C.[OH-].[K+]. Product: [Br:1][C:2]1[CH:3]=[C:4]([SH:20])[CH:6]=[CH:7][C:8]=1[CH3:9]. The catalyst class is: 97. (2) The catalyst class is: 37. Reactant: [OH:1][C:2]1[CH:7]=[CH:6][C:5]([CH2:8][C:9]([O:11][CH3:12])=[O:10])=[CH:4][C:3]=1[O:13][CH3:14].[Cl:15][C:16]1[CH:33]=[CH:32][C:19]([CH2:20][CH2:21][NH:22][C:23](=[O:31])[C:24]2[CH:29]=[CH:28][C:27](I)=[CH:26][CH:25]=2)=[CH:18][CH:17]=1.CC(C)(C(=O)CC(=O)C(C)(C)C)C.C([O-])([O-])=O.[Cs+].[Cs+]. Product: [Cl:15][C:16]1[CH:17]=[CH:18][C:19]([CH2:20][CH2:21][NH:22][C:23]([C:24]2[CH:25]=[CH:26][C:27]([O:1][C:2]3[CH:7]=[CH:6][C:5]([CH2:8][C:9]([O:11][CH3:12])=[O:10])=[CH:4][C:3]=3[O:13][CH3:14])=[CH:28][CH:29]=2)=[O:31])=[CH:32][CH:33]=1.